From a dataset of Peptide-MHC class I binding affinity with 185,985 pairs from IEDB/IMGT. Regression. Given a peptide amino acid sequence and an MHC pseudo amino acid sequence, predict their binding affinity value. This is MHC class I binding data. (1) The peptide sequence is LTPGAKQNI. The MHC is Mamu-A01 with pseudo-sequence Mamu-A01. The binding affinity (normalized) is 0.771. (2) The peptide sequence is LTDAFHGYH. The MHC is HLA-A02:01 with pseudo-sequence HLA-A02:01. The binding affinity (normalized) is 0.0847. (3) The binding affinity (normalized) is 0.951. The peptide sequence is NHINHELSL. The MHC is Mamu-A07 with pseudo-sequence Mamu-A07. (4) The peptide sequence is KYDDRIQSQ. The MHC is HLA-B35:01 with pseudo-sequence HLA-B35:01. The binding affinity (normalized) is 0.0847.